Dataset: hERG Central: cardiac toxicity at 1µM, 10µM, and general inhibition. Task: Predict hERG channel inhibition at various concentrations. (1) The drug is N#Cc1ccc(C(=O)NCC2(N3CCCCC3)CCCCC2)cc1. Results: hERG_inhib (hERG inhibition (general)): blocker. (2) The molecule is CC(C)c1ccccc1OCC(=O)NCC(c1cccs1)N1CCOCC1. Results: hERG_inhib (hERG inhibition (general)): blocker. (3) The compound is C/C(=N\NC(=O)COc1ccc(C(C)(C)C)cc1)c1ccc(-n2ccnc2)cc1. Results: hERG_inhib (hERG inhibition (general)): blocker. (4) The molecule is CCn1c2ccccc2c2cc(CNCc3ccc(OC)cc3OC)ccc21.O=C(O)C(=O)O. Results: hERG_inhib (hERG inhibition (general)): blocker. (5) The molecule is Cc1cccc(C(=O)N/N=C/c2ccc(OC3CSC3)cc2)c1. Results: hERG_inhib (hERG inhibition (general)): blocker. (6) The compound is O=C(NC1CCN(Cc2ccccc2)CC1)c1cccc(S(=O)(=O)Nc2ccc(Br)cc2)c1. Results: hERG_inhib (hERG inhibition (general)): blocker.